From a dataset of hERG Central: cardiac toxicity at 1µM, 10µM, and general inhibition. Predict hERG channel inhibition at various concentrations. The drug is O=S(=O)(NCC(c1cccnc1)N1CCN(Cc2ccccc2)CC1)c1ccccc1. Results: hERG_inhib (hERG inhibition (general)): blocker.